Dataset: Catalyst prediction with 721,799 reactions and 888 catalyst types from USPTO. Task: Predict which catalyst facilitates the given reaction. (1) Reactant: Cl[C:2](Cl)([O:4]C(=O)OC(Cl)(Cl)Cl)Cl.[OH:13][CH2:14][CH2:15][N:16]1[CH2:21][CH2:20][N:19]([C:22]([O:24][C:25]([CH3:28])([CH3:27])[CH3:26])=[O:23])[CH2:18][CH2:17]1.Cl.[OH:30][C:31]1[CH:44]=[CH:43][C:34]([CH2:35][C@@:36]([NH2:42])([CH3:41])[C:37]([O:39][CH3:40])=[O:38])=[CH:33][CH:32]=1. Product: [CH3:40][O:39][C:37]([C@:36]([NH:42][C:2](=[O:4])[O:13][CH2:14][CH2:15][N:16]1[CH2:21][CH2:20][N:19]([C:22]([O:24][C:25]([CH3:28])([CH3:27])[CH3:26])=[O:23])[CH2:18][CH2:17]1)([CH3:41])[CH2:35][C:34]1[CH:33]=[CH:32][C:31]([OH:30])=[CH:44][CH:43]=1)=[O:38]. The catalyst class is: 64. (2) Reactant: [C:1]([CH:3]([CH:7]1[C:11]([Cl:12])=[C:10](Cl)C(=O)O1)[C:4]([NH2:6])=[O:5])#[N:2].[F:15][C:16]1[CH:21]=[CH:20][CH:19]=[CH:18][C:17]=1[CH:22]([NH2:24])[CH3:23].C(=O)([O-])[O-].[K+].[K+]. Product: [ClH:12].[Cl:12][C:11]1[CH:7]=[C:3]([C:4]([NH2:6])=[O:5])[C:1](=[NH:2])[N:24]([CH:22]([C:17]2[CH:18]=[CH:19][CH:20]=[CH:21][C:16]=2[F:15])[CH3:23])[CH:10]=1. The catalyst class is: 8. (3) Reactant: [H-].[Na+].[CH2:3]([O:5][C:6](=[O:16])[CH2:7]P(OCC)(OCC)=O)[CH3:4].[CH3:17][O:18][C:19]1[CH:24]=[CH:23][CH:22]=[CH:21][C:20]=1[CH2:25][C:26](=O)[CH3:27]. Product: [CH2:3]([O:5][C:6](=[O:16])[CH:7]=[C:26]([CH3:27])[CH2:25][C:20]1[CH:21]=[CH:22][CH:23]=[CH:24][C:19]=1[O:18][CH3:17])[CH3:4]. The catalyst class is: 1.